From a dataset of Reaction yield outcomes from USPTO patents with 853,638 reactions. Predict the reaction yield, written as a fraction of the theoretical maximum amount of product (1.0 means a 100% yield; for example, 0.34 means a 34% yield). (1) The reactants are [OH:1][C:2]1[CH:10]=[CH:9][C:5]([C:6]([OH:8])=[O:7])=[CH:4][C:3]=1[N+:11]([O-])=O. The catalyst is CO.[Pd]. The product is [NH2:11][C:3]1[CH:4]=[C:5]([CH:9]=[CH:10][C:2]=1[OH:1])[C:6]([OH:8])=[O:7]. The yield is 0.950. (2) The reactants are [CH3:1][N:2]1[C@@H:11]2[C@@H:6]([CH2:7][CH2:8][CH2:9][CH2:10]2)[N:5](C(OCC2C=CC=CC=2)=O)[CH2:4][CH2:3]1. The catalyst is CO. The product is [CH3:1][N:2]1[C@@H:11]2[C@@H:6]([CH2:7][CH2:8][CH2:9][CH2:10]2)[NH:5][CH2:4][CH2:3]1. The yield is 1.00. (3) The reactants are [CH2:1]([N:3]1[CH2:8][CH2:7][NH:6][CH2:5][CH2:4]1)[CH3:2].O=[C:10]1[CH2:15][CH2:14][N:13]([C:16]([O:18][C:19]([CH3:22])([CH3:21])[CH3:20])=[O:17])[CH2:12][CH2:11]1.C(O)(=O)C.C(O[BH3-])(=O)C.[Na+].[OH-].[Na+]. The catalyst is C(O)C. The product is [CH2:1]([N:3]1[CH2:8][CH2:7][N:6]([CH:10]2[CH2:15][CH2:14][N:13]([C:16]([O:18][C:19]([CH3:22])([CH3:21])[CH3:20])=[O:17])[CH2:12][CH2:11]2)[CH2:5][CH2:4]1)[CH3:2]. The yield is 0.530. (4) The reactants are [Br:1][C:2]1[CH:7]=[CH:6][C:5]([SH:8])=[CH:4][C:3]=1[F:9].C(=O)([O-])[O-].[Cs+].[Cs+].Br[CH:17]1[CH2:20][CH2:19][CH2:18]1.O. The catalyst is CS(C)=O. The product is [Br:1][C:2]1[CH:7]=[CH:6][C:5]([S:8][CH:17]2[CH2:20][CH2:19][CH2:18]2)=[CH:4][C:3]=1[F:9]. The yield is 0.950.